From a dataset of Forward reaction prediction with 1.9M reactions from USPTO patents (1976-2016). Predict the product of the given reaction. (1) Given the reactants [CH3:1][O:2][C:3]1[CH:4]=[C:5]2[C:10](=[CH:11][C:12]=1[O:13][CH3:14])[N:9]=[CH:8][CH:7]=[C:6]2[O:15][C:16]1[CH:21]=[CH:20][C:19]([N+:22]([O-:24])=[O:23])=[CH:18][C:17]=1[F:25].[Cl-].[Al+3].[Cl-].[Cl-].[CH3:30][CH2:31][CH2:32][CH2:33][CH2:34][CH3:35].C(OCC)(=O)C, predict the reaction product. The product is: [CH2:1]([O:2][C:3]1[CH:4]=[C:5]2[C:10](=[CH:11][C:12]=1[O:13][CH3:14])[N:9]=[CH:8][CH:7]=[C:6]2[O:15][C:16]1[CH:21]=[CH:20][C:19]([N+:22]([O-:24])=[O:23])=[CH:18][C:17]=1[F:25])[C:32]1[CH:31]=[CH:30][CH:35]=[CH:34][CH:33]=1. (2) Given the reactants [C:1]([O:5][C:6](=[O:67])[CH2:7][N:8]1[CH:12]=[CH:11][N:10]=[C:9]1[CH2:13][N:14]([CH2:56][C:57]1[CH:62]=[CH:61][C:60]([O:63][CH2:64][C:65]#[CH:66])=[CH:59][CH:58]=1)[CH2:15][CH2:16][CH2:17][CH2:18][CH2:19][C:20](=[O:55])[NH:21][CH2:22][CH2:23][CH2:24][CH2:25][C@@H:26]([C:48]([O:50][C:51]([CH3:54])([CH3:53])[CH3:52])=[O:49])[NH:27][C:28](=[O:47])[NH:29][C@H:30]([C:40]([O:42][C:43]([CH3:46])([CH3:45])[CH3:44])=[O:41])[CH2:31][CH2:32][C:33]([O:35][C:36]([CH3:39])([CH3:38])[CH3:37])=[O:34])([CH3:4])([CH3:3])[CH3:2].[N:68]([CH2:71][CH2:72][CH2:73][NH2:74])=[N+:69]=[N-:70], predict the reaction product. The product is: [NH2:74][CH2:73][CH2:72][CH2:71][N:68]1[CH:66]=[C:65]([CH2:64][O:63][C:60]2[CH:61]=[CH:62][C:57]([CH2:56][N:14]([CH2:15][CH2:16][CH2:17][CH2:18][CH2:19][C:20](=[O:55])[NH:21][CH2:22][CH2:23][CH2:24][CH2:25][C@@H:26]([C:48]([O:50][C:51]([CH3:52])([CH3:53])[CH3:54])=[O:49])[NH:27][C:28](=[O:47])[NH:29][C@H:30]([C:40]([O:42][C:43]([CH3:44])([CH3:45])[CH3:46])=[O:41])[CH2:31][CH2:32][C:33]([O:35][C:36]([CH3:38])([CH3:39])[CH3:37])=[O:34])[CH2:13][C:9]3[N:8]([CH2:7][C:6]([O:5][C:1]([CH3:2])([CH3:3])[CH3:4])=[O:67])[CH:12]=[CH:11][N:10]=3)=[CH:58][CH:59]=2)[N:70]=[N:69]1.